Dataset: Experimentally validated miRNA-target interactions with 360,000+ pairs, plus equal number of negative samples. Task: Binary Classification. Given a miRNA mature sequence and a target amino acid sequence, predict their likelihood of interaction. (1) The protein sequence of the target gene is MKDSLVLLGRVPAHPDSRCWFLAWNPAGTLLASCGGDRRIRIWGTEGDSWICKSVLSEGHQRTVRKVAWSPCGNYLASASFDATTCIWKKNQDDFECVTTLEGHENEVKSVAWAPSGNLLATCSRDKSVWVWEVDEEDEYECVSVLNSHTQDVKHVVWHPSQELLASASYDDTVKLYREEEDDWVCCATLEGHESTVWSLAFDPSGQRLASCSDDRTVRIWRQYLPGNEQGVACSGSDPSWKCICTLSGFHSRTIYDIAWCQLTGALATACGDDAIRVFQEDPNSDPQQPTFSLTAHLHQ.... Result: 0 (no interaction). The miRNA is hsa-miR-1268a with sequence CGGGCGUGGUGGUGGGGG. (2) The miRNA is dre-miR-218a with sequence UUGUGCUUGAUCUAACCAUGUG. The protein sequence of the target gene is MYIKQVIIQGFRSYRDQTIVDPFSSKHNVIVGRNGSGKSNFFYAIQFVLSDEFSHLRPEQRLALLHEGTGPRVISAFVEIIFDNSDNRLPIDKEEVSLRRVIGAKKDQYFLDKKMVTKNDVMNLLESAGFSRSNPYYIVKQGKINQMATAPDSQRLKLLREVAGTRVYDERKEESISLMKETEGKREKINELLKYIEERLHTLEEEKEELAQYQKWDKMRRALEYTIYNQELNETRAKLDELSAKRETSGEKSRQLRDAQQDARDKMEDIERQVRELKTKISAMKEEKEQLSAERQEQIK.... Result: 0 (no interaction). (3) The miRNA is hsa-miR-490-3p with sequence CAACCUGGAGGACUCCAUGCUG. The protein sequence of the target gene is MGAAAAEADRTLFVGNLETKVTEELLFELFHQAGPVIKVKIPKDKDGKPKQFAFVNFKHEVSVPYAMNLLNGIKLYGRPIKIQFRSGSSHAPQDVSLSYPQHHVGNSSPTSTSPSRYERTMDNMTSSAQIIQRSFSSPENFQRQAVMNSALRQMSYGGKFGSSPLDQSGFSPSVQSHSHSFNQSSSSQWRQGTPSSQRKVRMNSYPYLADRHYSREQRYTDHGSDHHYRGKRDDFFYEDRNHDDWSHDYDNRRDSSRDGKWRSSRH. Result: 1 (interaction). (4) The miRNA is hsa-miR-4483 with sequence GGGGUGGUCUGUUGUUG. The protein sequence of the target gene is MSATYTNTITQRRKTAKVRQQQQHQWTGSDLSGESNERLHFRSRSTNSMQQHTAISNSPSPLCCNGARALTMLNCCVDVNCHLNAPLRGSVNRHTTPTPTPTATPTPVATPKQASPSPTSDRSRSLSRSPSPSRSRSLSCQKQIDKNSAGAASAEERKTANASSQPFTVNLRIDLFSWTLFLLAFGTRFYKLATPPHIVFDELHYGKYISMYMRNIFFFDQHPPLGKQLIAGLVSLAGYDGNYTFTRIGEPYSPEMPIFWFRFLPAMCGSLLAPAVYNLLLEAKLSRWSSALGGLLVVLD.... Result: 0 (no interaction). (5) The miRNA is hsa-miR-24-2-5p with sequence UGCCUACUGAGCUGAAACACAG. The protein sequence of the target gene is MDSSNCKVIAPLLSQRYRRMVTKDGHSTLQMDGAQRGLAYLRDAWGILMDMRWRWMMLVFSASFVVHWLVFAVLWYVLAEMNGDLELDHDAPPENHTICVKYITSFTAAFSFSLETQLTIGYGTMFPSGDCPSAIALLAIQMLLGLMLEAFITGAFVAKIARPKNRAFSIRFTDTAVVAHMDGKPNLIFQVANTRPSPLTSVRVSAVLYQERENGKLYQTSVDFHLDGISSDECPFFIFPLTYYHSITPSSPLATLLQHENPSHFELVVFLSAMQEGTGEICQRRTSYLPSEIMLHHCFA.... Result: 0 (no interaction). (6) The miRNA is hsa-miR-574-5p with sequence UGAGUGUGUGUGUGUGAGUGUGU. The protein sequence of the target gene is MPKRKSPENTEGKDGSKVTKQEPTRRSARLSAKPAPPKPEPKPRKTSAKKEPGAKISRGAKGKKEEKQEAGKEGTAPSENGETKAEEAQKTESVDNEGE. Result: 1 (interaction). (7) The miRNA is mmu-miR-137-3p with sequence UUAUUGCUUAAGAAUACGCGUAG. The protein sequence of the target gene is MEVRGSFLAACRRRMATWRKNRDKDGFSNPGYRVRQKDLGMIHKAAIAGDVNKVMESILLRLNDLNDRDKKNRTALLLACAHGRPGVVADLVARKCQLNLTDSENRTALIKAVQCQEEVCASILLEHGANPNVRDMYGNTALHYAIDNENISMARKLLAYGADIEARSQDGHTSLLLAVNRKKEQMVAFLLKKKPDLTAIDNFGRTALILAARNGSTSVVYQLLQHNIDVFCQDISGWTAEDYAVASKFQAIRGMISEYKANKRCKSLQNSNSEQDLEMTSEGEQERLEGCESSQPQVEE.... Result: 0 (no interaction). (8) The miRNA is hsa-miR-7110-3p with sequence UCUCUCUCCCACUUCCCUGCAG. The protein sequence of the target gene is MEQYTTNSNSSTEQIVVQAGQIQQQQGGVTAVQLQTEAQVASASGQQVQTLQVVQGQPLMVQVSGGQLITSTGQPIMVQAVPGGQGQTIMQVPVSGTQGLQQIQLVPPGQIQIQGGQAVQVQGQQGQTQQIIIQQPQTAVTAGQTQTQQQIAVQGQQVAQTAEGQTIVYQPVNADGTILQQVTVPVSGMITIPAASLAGAQIVQTGANTNTTSSGQGTVTVTLPVAGNVVNSGGMVMMVPGAGSVPAIQRIPLPGAEMLEEEPLYVNAKQYHRILKRRQARAKLEAEGKIPKERRKYLHE.... Result: 0 (no interaction).